Task: Predict the reaction yield, written as a fraction of the theoretical maximum amount of product (1.0 means a 100% yield; for example, 0.34 means a 34% yield).. Dataset: Reaction yield outcomes from USPTO patents with 853,638 reactions (1) The reactants are [CH3:1][NH2:2].CCO.[Cl:6][C:7]1[CH:12]=[C:11]([Cl:13])[CH:10]=[CH:9][C:8]=1[N:14]=[C:15]=[O:16]. The catalyst is C1COCC1. The product is [Cl:6][C:7]1[CH:12]=[C:11]([Cl:13])[CH:10]=[CH:9][C:8]=1[NH:14][C:15]([NH:2][CH3:1])=[O:16]. The yield is 0.740. (2) The reactants are [CH3:1][N:2]([CH3:21])[CH2:3][C:4]([N:6]1[CH2:15][CH2:14][C:13]2[C:8](=[CH:9][C:10]([N+:18]([O-])=O)=[C:11]([O:16][CH3:17])[CH:12]=2)[CH2:7]1)=[O:5].O.NN. The catalyst is [Fe](Cl)(Cl)Cl.CO. The product is [CH3:21][N:2]([CH2:3][C:4]([N:6]1[CH2:15][CH2:14][C:13]2[C:8](=[CH:9][C:10]([NH2:18])=[C:11]([O:16][CH3:17])[CH:12]=2)[CH2:7]1)=[O:5])[CH3:1]. The yield is 0.260. (3) The reactants are [CH:1]1([C:4]2[S:12][C:7]3[C:8](=[O:11])[NH:9][CH2:10][C:6]=3[CH:5]=2)[CH2:3][CH2:2]1.[H-].[Na+].[Br:15][C:16]1[CH:21]=[CH:20][C:19]([CH2:22]Br)=[C:18]([F:24])[CH:17]=1. The catalyst is O1CCCC1. The product is [Br:15][C:16]1[CH:21]=[CH:20][C:19]([CH2:22][N:9]2[CH2:10][C:6]3[CH:5]=[C:4]([CH:1]4[CH2:3][CH2:2]4)[S:12][C:7]=3[C:8]2=[O:11])=[C:18]([F:24])[CH:17]=1. The yield is 0.390. (4) The reactants are [C:1]1([CH3:7])C=CC=CC=1.O.[Cl:9][C:10]1[CH:15]=[CH:14][C:13]([C:16]([C:18]2[CH:23]=[CH:22][C:21]([N+:24]([O-:26])=[O:25])=[CH:20][CH:19]=2)=[O:17])=[CH:12][CH:11]=1.C1(C)C=CC(S(O)(=O)=[O:34])=CC=1. The catalyst is C(O)CO. The product is [Cl:9][C:10]1[CH:11]=[CH:12][C:13]([C:16]2([C:18]3[CH:23]=[CH:22][C:21]([N+:24]([O-:26])=[O:25])=[CH:20][CH:19]=3)[O:34][CH2:1][CH2:7][O:17]2)=[CH:14][CH:15]=1. The yield is 0.910. (5) The reactants are [Cl-].[Ce+3].[Cl-].[Cl-].[BH4-:5].[Na+].[CH3:7][C:8]1[CH:13]=[CH:12][CH:11]=[CH:10][C:9]=1[PH:14](=O)[C:15]1[CH:20]=[CH:19][CH:18]=[CH:17][C:16]=1[CH3:21].[H-].[Al+3].[Li+].[H-].[H-].[H-].Cl. The catalyst is C1COCC1.C1(C)C=CC=CC=1. The product is [CH3:21][C:16]1[CH:17]=[CH:18][CH:19]=[CH:20][C:15]=1[PH:14][C:9]1[CH:10]=[CH:11][CH:12]=[CH:13][C:8]=1[CH3:7].[BH3:5]. The yield is 0.430. (6) The reactants are [F:1][C:2]1[CH:7]=[CH:6][CH:5]=[C:4]([F:8])[C:3]=1[C:9]1[NH:10][C:11]2[C:16]([CH:17]=1)=[CH:15][C:14](B1OC(C)(C)C(C)(C)O1)=[CH:13][CH:12]=2.[CH2:27]([N:29]1[C:33](OS(C(F)(F)F)(=O)=O)=[CH:32][C:31]([C:42]([F:45])([F:44])[F:43])=[N:30]1)[CH3:28]. The catalyst is O1CCOCC1. The product is [F:8][C:4]1[CH:5]=[CH:6][CH:7]=[C:2]([F:1])[C:3]=1[C:9]1[NH:10][C:11]2[C:16]([CH:17]=1)=[CH:15][C:14]([C:33]1[N:29]([CH2:27][CH3:28])[N:30]=[C:31]([C:42]([F:43])([F:45])[F:44])[CH:32]=1)=[CH:13][CH:12]=2. The yield is 0.130. (7) The reactants are [NH2:1][C:2]1[N:28]=[C:5]2[CH:6]=[CH:7][C:8]([O:10][C:11]3[CH:12]=[C:13]([NH:18][C:19]([C:21]4[N:25]([CH3:26])[N:24]=[C:23]([CH3:27])[CH:22]=4)=[O:20])[CH:14]=[C:15]([CH3:17])[CH:16]=3)=[CH:9][N:4]2[N:3]=1.[CH:29]1([C:32](Cl)=[O:33])[CH2:31][CH2:30]1. The catalyst is CN(C)C(=O)C. The product is [CH:29]1([C:32]([NH:1][C:2]2[N:28]=[C:5]3[CH:6]=[CH:7][C:8]([O:10][C:11]4[CH:12]=[C:13]([NH:18][C:19]([C:21]5[N:25]([CH3:26])[N:24]=[C:23]([CH3:27])[CH:22]=5)=[O:20])[CH:14]=[C:15]([CH3:17])[CH:16]=4)=[CH:9][N:4]3[N:3]=2)=[O:33])[CH2:31][CH2:30]1. The yield is 0.530.